Predict which catalyst facilitates the given reaction. From a dataset of Catalyst prediction with 721,799 reactions and 888 catalyst types from USPTO. (1) Reactant: [CH3:1][O:2][C:3](=[O:27])[NH:4][C@@H:5]([CH2:23][CH2:24]SC)[C:6]([NH:8][C@H:9]1[CH2:14][CH2:13][C@H:12]([NH:15][C:16]([O:18][C:19]([CH3:22])([CH3:21])[CH3:20])=[O:17])[CH2:11][CH2:10]1)=[O:7].C(Cl)Cl.CI. Product: [CH3:1][O:2][C:3](=[O:27])[NH:4][C@H:5]1[CH2:23][CH2:24][N:8]([C@H:9]2[CH2:14][CH2:13][C@H:12]([NH:15][C:16]([O:18][C:19]([CH3:22])([CH3:21])[CH3:20])=[O:17])[CH2:11][CH2:10]2)[C:6]1=[O:7]. The catalyst class is: 5. (2) Reactant: Br.[Br:2][C:3]1[CH:28]=[CH:27][C:6]([CH2:7][CH:8]2[CH2:13][CH2:12][N:11]([CH2:14][CH2:15][C:16]3[CH:17]=[C:18]4[C:23](=[CH:24][CH:25]=3)[O:22][CH2:21][CH2:20][C:19]4=[O:26])[CH2:10][CH2:9]2)=[CH:5][C:4]=1[O:29][CH2:30][CH2:31][O:32][CH3:33]. Product: [BrH:2].[Br:2][C:3]1[CH:28]=[CH:27][C:6]([CH2:7][CH:8]2[CH2:13][CH2:12][N:11]([CH2:14][CH2:15][C:16]3[CH:17]=[C:18]4[C:23](=[CH:24][CH:25]=3)[O:22][CH2:21][CH2:20][C:19]4=[O:26])[CH2:10][CH2:9]2)=[CH:5][C:4]=1[O:29][CH2:30][CH2:31][O:32][CH3:33]. The catalyst class is: 41. (3) Product: [OH:34][CH:33]([CH2:32][S:31][C:25]1[CH:30]=[CH:29][CH:28]=[CH:27][CH:26]=1)[CH2:17][C:16](=[O:18])[CH:11]([C:4]1[C:5]([CH3:10])=[CH:6][C:7]([CH3:9])=[CH:8][C:3]=1[CH3:19])[C:12]([O:14][CH3:15])=[O:13]. The catalyst class is: 1. Reactant: [H-].[Na+].[C:3]1([CH3:19])[CH:8]=[C:7]([CH3:9])[CH:6]=[C:5]([CH3:10])[C:4]=1[CH:11]([C:16](=[O:18])[CH3:17])[C:12]([O:14][CH3:15])=[O:13].[Li]CCCC.[C:25]1([S:31][CH2:32][CH:33]=[O:34])[CH:30]=[CH:29][CH:28]=[CH:27][CH:26]=1. (4) Reactant: C([O:3][C:4]([C:6]1[C:7]([CH3:27])=[C:8]([C:20]([O:22][C:23]([CH3:26])([CH3:25])[CH3:24])=[O:21])[NH:9][C:10]=1[CH2:11][CH2:12][CH2:13][NH:14][CH2:15][CH2:16][N:17]([CH3:19])[CH3:18])=O)C.C[Al](C)C. Product: [C:23]([O:22][C:20]([C:8]1[NH:9][C:10]2[CH2:11][CH2:12][CH2:13][N:14]([CH2:15][CH2:16][N:17]([CH3:19])[CH3:18])[C:4](=[O:3])[C:6]=2[C:7]=1[CH3:27])=[O:21])([CH3:26])([CH3:25])[CH3:24]. The catalyst class is: 11. (5) Reactant: [O:1]1[CH2:4][CH:3]([N:5]2[CH2:10][CH2:9][N:8]3[N:11]=[C:12]([NH2:14])[CH:13]=[C:7]3[CH2:6]2)[CH2:2]1.Br[C:16]1[C:17](=[O:24])[N:18]([CH3:23])[N:19]=[C:20]([Cl:22])[CH:21]=1.CC1(C)C2C(=C(P(C3C=CC=CC=3)C3C=CC=CC=3)C=CC=2)OC2C(P(C3C=CC=CC=3)C3C=CC=CC=3)=CC=CC1=2.C(=O)([O-])[O-].[Cs+].[Cs+]. Product: [Cl:22][C:20]1[CH:21]=[C:16]([NH:14][C:12]2[CH:13]=[C:7]3[CH2:6][N:5]([CH:3]4[CH2:4][O:1][CH2:2]4)[CH2:10][CH2:9][N:8]3[N:11]=2)[C:17](=[O:24])[N:18]([CH3:23])[N:19]=1. The catalyst class is: 102. (6) Reactant: Br.Br[CH:3]([C:9](=O)[C:10]1[CH:15]=[CH:14][N:13]=[CH:12][CH:11]=1)[C:4]([O:6][CH2:7][CH3:8])=[O:5].[CH3:17][C:18]1[CH:19]=[C:20]([NH:24][C:25]([NH2:27])=[S:26])[CH:21]=[CH:22][CH:23]=1. Product: [CH3:17][C:18]1[CH:19]=[C:20]([NH:24][C:25]2[S:26][C:3]([C:4]([O:6][CH2:7][CH3:8])=[O:5])=[C:9]([C:10]3[CH:15]=[CH:14][N:13]=[CH:12][CH:11]=3)[N:27]=2)[CH:21]=[CH:22][CH:23]=1. The catalyst class is: 14.